From a dataset of Full USPTO retrosynthesis dataset with 1.9M reactions from patents (1976-2016). Predict the reactants needed to synthesize the given product. (1) Given the product [C:31]([C:2]1[C:11]2[CH:12]([CH2:14][N:15]3[CH2:20][CH2:19][CH:18]([NH:21][C:22](=[O:28])[O:23][C:24]([CH3:25])([CH3:27])[CH3:26])[CH2:17][CH2:16]3)[CH2:13][N:9]3[C:10]=2[C:5]([CH:6]=[CH:7][C:8]3=[O:29])=[CH:4][CH:3]=1)#[N:32], predict the reactants needed to synthesize it. The reactants are: Br[C:2]1[C:11]2[CH:12]([CH2:14][N:15]3[CH2:20][CH2:19][CH:18]([NH:21][C:22](=[O:28])[O:23][C:24]([CH3:27])([CH3:26])[CH3:25])[CH2:17][CH2:16]3)[CH2:13][N:9]3[C:10]=2[C:5]([CH:6]=[CH:7][C:8]3=[O:29])=[CH:4][CH:3]=1.[Cu][C:31]#[N:32]. (2) Given the product [I:1][C:2]1[C:3]([O:11][CH3:12])=[C:4]([CH:8]=[CH:9][CH:10]=1)[C:5]([Cl:15])=[O:6], predict the reactants needed to synthesize it. The reactants are: [I:1][C:2]1[C:3]([O:11][CH3:12])=[C:4]([CH:8]=[CH:9][CH:10]=1)[C:5](O)=[O:6].S(Cl)([Cl:15])=O. (3) Given the product [CH3:20][O:19][C:4]1[CH:3]=[C:2]([B:21]2[O:25][C:24]([CH3:27])([CH3:26])[C:23]([CH3:29])([CH3:28])[O:22]2)[CH:18]=[CH:17][C:5]=1[O:6][CH:7]1[CH2:12][CH2:11][N:10]([CH:13]2[CH2:16][O:15][CH2:14]2)[CH2:9][CH2:8]1, predict the reactants needed to synthesize it. The reactants are: Br[C:2]1[CH:18]=[CH:17][C:5]([O:6][CH:7]2[CH2:12][CH2:11][N:10]([CH:13]3[CH2:16][O:15][CH2:14]3)[CH2:9][CH2:8]2)=[C:4]([O:19][CH3:20])[CH:3]=1.[B:21]1([B:21]2[O:25][C:24]([CH3:27])([CH3:26])[C:23]([CH3:29])([CH3:28])[O:22]2)[O:25][C:24]([CH3:27])([CH3:26])[C:23]([CH3:29])([CH3:28])[O:22]1.CC([O-])=O.[K+]. (4) Given the product [C:22]([CH:16]([C:11]1[CH:12]=[CH:13][C:14]([Cl:15])=[C:9]([Cl:8])[CH:10]=1)[C:17]([O:19][CH3:20])=[O:18])(=[S:24])[CH3:23], predict the reactants needed to synthesize it. The reactants are: C1(C)C=CC=CC=1.[Cl:8][C:9]1[CH:10]=[C:11]([CH:16](Br)[C:17]([O:19][CH3:20])=[O:18])[CH:12]=[CH:13][C:14]=1[Cl:15].[C:22]([O-])(=[S:24])[CH3:23].[K+]. (5) Given the product [C:20]([O:19][C:17](=[O:18])[NH:24][C@H:25]([CH2:26][CH:27]([CH3:28])[CH3:29])[C:30]([NH:5][C:4]1[CH:6]=[C:7]([O:15][CH3:16])[C:8]([C:10]2[O:11][CH:12]=[CH:13][N:14]=2)=[CH:9][C:3]=1[CH2:1][CH3:2])=[O:31])([CH3:23])([CH3:22])[CH3:21], predict the reactants needed to synthesize it. The reactants are: [CH2:1]([C:3]1[CH:9]=[C:8]([C:10]2[O:11][CH:12]=[CH:13][N:14]=2)[C:7]([O:15][CH3:16])=[CH:6][C:4]=1[NH2:5])[CH3:2].[C:17]([NH:24][C@@H:25]([C:30](O)=[O:31])[CH2:26][CH:27]([CH3:29])[CH3:28])([O:19][C:20]([CH3:23])([CH3:22])[CH3:21])=[O:18].CN(C(ON1N=NC2C=CC=NC1=2)=[N+](C)C)C.F[P-](F)(F)(F)(F)F.O. (6) Given the product [CH2:22]([S:24]([N:9]1[CH:8]=[C:7]([B:5]2[O:6][C:2]([CH3:14])([CH3:1])[C:3]([CH3:13])([CH3:12])[O:4]2)[CH:11]=[N:10]1)(=[O:26])=[O:25])[CH3:23], predict the reactants needed to synthesize it. The reactants are: [CH3:1][C:2]1([CH3:14])[O:6][B:5]([C:7]2[CH:8]=[N:9][NH:10][CH:11]=2)[O:4][C:3]1([CH3:13])[CH3:12].C(N(CC)CC)C.[CH2:22]([S:24](Cl)(=[O:26])=[O:25])[CH3:23]. (7) The reactants are: [I:1][C:2]1[CH:9]=[CH:8][CH:7]=[CH:6][C:3]=1[CH2:4][OH:5].N1C=CN=C1.[CH3:15][C:16]([Si:19](Cl)([CH3:21])[CH3:20])([CH3:18])[CH3:17].O. Given the product [CH3:15][C:16]([Si:19]([O:5][CH2:4][C:3]1[CH:6]=[CH:7][CH:8]=[CH:9][C:2]=1[I:1])([CH3:21])[CH3:20])([CH3:18])[CH3:17], predict the reactants needed to synthesize it.